This data is from Reaction yield outcomes from USPTO patents with 853,638 reactions. The task is: Predict the reaction yield, written as a fraction of the theoretical maximum amount of product (1.0 means a 100% yield; for example, 0.34 means a 34% yield). (1) The reactants are [C:1]([O:5][C:6]([C:8]1[CH:9]=[C:10]([C:14]2[C:19]([CH3:20])=[CH:18][CH:17]=[CH:16][N+:15]=2[O-])[CH:11]=[CH:12][CH:13]=1)=[O:7])([CH3:4])([CH3:3])[CH3:2].[N:22]1C=CC=CC=1.CS(OS(C)(=O)=O)(=O)=O.C(CN)O. The catalyst is C(#N)C.O. The product is [C:1]([O:5][C:6](=[O:7])[C:8]1[CH:13]=[CH:12][CH:11]=[C:10]([C:14]2[C:19]([CH3:20])=[CH:18][CH:17]=[C:16]([NH2:22])[N:15]=2)[CH:9]=1)([CH3:4])([CH3:3])[CH3:2]. The yield is 0.530. (2) The reactants are [Na].O[CH:3]=[C:4]1[CH2:8][CH2:7][O:6][C:5]1=[O:9].[Cl:10][C:11]1[CH:18]=[CH:17][C:14]([CH2:15][NH2:16])=[CH:13][CH:12]=1. No catalyst specified. The product is [Cl:10][C:11]1[CH:18]=[CH:17][C:14]([CH2:15][NH:16][CH:3]=[C:4]2[CH2:8][CH2:7][O:6][C:5]2=[O:9])=[CH:13][CH:12]=1. The yield is 0.730.